This data is from Full USPTO retrosynthesis dataset with 1.9M reactions from patents (1976-2016). The task is: Predict the reactants needed to synthesize the given product. Given the product [CH2:1]([C:3]([CH2:8][OH:9])([CH3:7])[C:4]([O:6][CH2:10][CH3:11])=[O:5])[OH:2], predict the reactants needed to synthesize it. The reactants are: [CH2:1]([C:3]([CH2:8][OH:9])([CH3:7])[C:4]([OH:6])=[O:5])[OH:2].[CH2:10](O)[CH3:11].